Dataset: Reaction yield outcomes from USPTO patents with 853,638 reactions. Task: Predict the reaction yield, written as a fraction of the theoretical maximum amount of product (1.0 means a 100% yield; for example, 0.34 means a 34% yield). The reactants are [CH3:1][N:2]1[C:15]2[C:10](=[CH:11][CH:12]=[CH:13][CH:14]=2)[C:4]2([CH2:9][CH2:8][NH:7][CH2:6][CH2:5]2)[C:3]1=[O:16].[F:17][C:18]([F:31])([F:30])[C:19]1[CH:24]=[CH:23][CH:22]=[CH:21][C:20]=1[CH:25]=[CH:26][C:27](O)=[O:28].C1C=CC2N(O)N=NC=2C=1.CCN=C=NCCCN(C)C.CCN(C(C)C)C(C)C. The catalyst is C(Cl)Cl. The product is [CH3:1][N:2]1[C:15]2[C:10](=[CH:11][CH:12]=[CH:13][CH:14]=2)[C:4]2([CH2:9][CH2:8][N:7]([C:27](=[O:28])/[CH:26]=[CH:25]/[C:20]3[CH:21]=[CH:22][CH:23]=[CH:24][C:19]=3[C:18]([F:30])([F:31])[F:17])[CH2:6][CH2:5]2)[C:3]1=[O:16]. The yield is 0.260.